This data is from Forward reaction prediction with 1.9M reactions from USPTO patents (1976-2016). The task is: Predict the product of the given reaction. (1) Given the reactants Cl[C:2]1[C:9]([C:10]([F:13])([F:12])[F:11])=[CH:8][C:5]([C:6]#[N:7])=[CH:4][C:3]=1[C:14]([F:17])([F:16])[F:15].[CH3:18][OH:19], predict the reaction product. The product is: [CH3:18][O:19][C:2]1[C:9]([C:10]([F:13])([F:12])[F:11])=[CH:8][C:5]([C:6]#[N:7])=[CH:4][C:3]=1[C:14]([F:17])([F:16])[F:15]. (2) Given the reactants C([O:4][C:5]1[CH:6]=[C:7]([CH:31]=[CH:32][CH:33]=1)[O:8][C:9]1[CH:10]=[C:11]2[C:15](=[CH:16][CH:17]=1)[N:14]([C:18]1[CH:23]=[CH:22][C:21]([O:24][CH:25]([CH3:27])[CH3:26])=[CH:20][CH:19]=1)[C:13]([C:28]([OH:30])=[O:29])=[CH:12]2)(C)C.C([O:36][C:37]([C:39]1[N:40]([C:49]2[CH:54]=[CH:53][C:52]([O:55][CH:56]([CH3:58])[CH3:57])=[CH:51][CH:50]=2)[C:41]2[C:46]([CH:47]=1)=[CH:45][C:44]([OH:48])=[CH:43][CH:42]=2)=[O:38])C.[F:59][C:60]([F:71])([F:70])[C:61]1[CH:66]=[CH:65][C:64](B(O)O)=[CH:63][CH:62]=1, predict the reaction product. The product is: [OH2:4].[CH:25]([O:24][C:21]1[CH:20]=[CH:19][C:18]([N:14]2[C:15]3[C:11](=[CH:10][C:9]([O:8][C:7]4[CH:6]=[CH:5][C:33]([C:60]([F:71])([F:70])[F:59])=[CH:32][CH:31]=4)=[CH:17][CH:16]=3)[CH:12]=[C:13]2[C:28]([OH:30])=[O:29])=[CH:23][CH:22]=1)([CH3:27])[CH3:26].[CH:56]([O:55][C:52]1[CH:51]=[CH:50][C:49]([N:40]2[C:41]3[C:46](=[CH:45][C:44]([O:48][C:64]4[CH:65]=[CH:66][C:61]([C:60]([F:71])([F:70])[F:59])=[CH:62][CH:63]=4)=[CH:43][CH:42]=3)[CH:47]=[C:39]2[C:37]([OH:36])=[O:38])=[CH:54][CH:53]=1)([CH3:57])[CH3:58]. (3) Given the reactants [CH3:1][O:2][C:3]1[C:11]2[O:10][CH:9]=[C:8]([CH2:12][C:13]([CH3:15])=O)[C:7]=2[CH:6]=[CH:5][CH:4]=1.[CH3:16][O:17][C:18]1[CH:19]=[C:20]2[C:25](=[C:26]([N:28]3[CH2:33][CH2:32][NH:31][CH2:30][CH2:29]3)[CH:27]=1)[N:24]=[CH:23][CH:22]=[CH:21]2.C(O[BH-](OC(=O)C)OC(=O)C)(=O)C.[Na+], predict the reaction product. The product is: [CH3:16][O:17][C:18]1[CH:19]=[C:20]2[C:25](=[C:26]([N:28]3[CH2:29][CH2:30][N:31]([CH:13]([CH3:15])[CH2:12][C:8]4[C:7]5[CH:6]=[CH:5][CH:4]=[C:3]([O:2][CH3:1])[C:11]=5[O:10][CH:9]=4)[CH2:32][CH2:33]3)[CH:27]=1)[N:24]=[CH:23][CH:22]=[CH:21]2. (4) Given the reactants Cl.[C:2]1([NH:8]N)[CH:7]=[CH:6][CH:5]=[CH:4][CH:3]=1.Cl.[CH2:11]([N:13]1[CH2:18][CH2:17][C:16](=O)[CH2:15][CH2:14]1)[CH3:12], predict the reaction product. The product is: [CH2:11]([N:13]1[CH2:18][CH2:17][C:16]2[NH:8][C:2]3[CH:7]=[CH:6][CH:5]=[CH:4][C:3]=3[C:15]=2[CH2:14]1)[CH3:12]. (5) Given the reactants [F:1][C:2]1[CH:3]=[C:4]([C@@H:9]2[CH2:13][N:12]([CH2:14][CH2:15][O:16][CH3:17])[CH2:11][C@H:10]2[NH:18][C:19]([NH:21][C:22]2[N:26]([C:27]3[CH:32]=[CH:31][CH:30]=[CH:29][CH:28]=3)[N:25]=[C:24]([O:33][CH2:34][CH2:35][N:36]3C(=O)C4C(=CC=CC=4)C3=O)[C:23]=2[CH3:47])=[O:20])[CH:5]=[CH:6][C:7]=1[F:8].CO.O.NN, predict the reaction product. The product is: [NH2:36][CH2:35][CH2:34][O:33][C:24]1[C:23]([CH3:47])=[C:22]([NH:21][C:19]([NH:18][C@H:10]2[C@H:9]([C:4]3[CH:5]=[CH:6][C:7]([F:8])=[C:2]([F:1])[CH:3]=3)[CH2:13][N:12]([CH2:14][CH2:15][O:16][CH3:17])[CH2:11]2)=[O:20])[N:26]([C:27]2[CH:28]=[CH:29][CH:30]=[CH:31][CH:32]=2)[N:25]=1. (6) Given the reactants [H-].[Na+].[Cl:3][C:4]1[CH:5]=[C:6]([NH:12][C@H:13]2[CH2:17][CH2:16][N:15]([C:18]([O:20][C:21]([CH3:24])([CH3:23])[CH3:22])=[O:19])[CH2:14]2)[CH:7]=[CH:8][C:9]=1[C:10]#[N:11].Br[CH2:26][C:27]1[CH:32]=[CH:31][CH:30]=[CH:29][C:28]=1[C:33]([F:36])([F:35])[F:34].[NH4+].[Cl-], predict the reaction product. The product is: [Cl:3][C:4]1[CH:5]=[C:6]([N:12]([CH2:26][C:27]2[CH:32]=[CH:31][CH:30]=[CH:29][C:28]=2[C:33]([F:34])([F:35])[F:36])[C@H:13]2[CH2:17][CH2:16][N:15]([C:18]([O:20][C:21]([CH3:24])([CH3:23])[CH3:22])=[O:19])[CH2:14]2)[CH:7]=[CH:8][C:9]=1[C:10]#[N:11].